From a dataset of Catalyst prediction with 721,799 reactions and 888 catalyst types from USPTO. Predict which catalyst facilitates the given reaction. (1) Reactant: [F:1][CH:2]1[C:7](=[O:8])[CH2:6][CH2:5][N:4]([C:9]([O:11][C:12]([CH3:15])([CH3:14])[CH3:13])=[O:10])[CH2:3]1.CCC(C)[BH-](C(C)CC)C(C)CC.[Li+].CO.OO. Product: [F:1][CH:2]1[CH:7]([OH:8])[CH2:6][CH2:5][N:4]([C:9]([O:11][C:12]([CH3:15])([CH3:14])[CH3:13])=[O:10])[CH2:3]1. The catalyst class is: 1. (2) Reactant: [F:1][C:2]1[CH:3]=[CH:4][C:5]([CH:8]=O)=[N:6][CH:7]=1.Cl.[NH2:11][OH:12].[OH-].[Na+].Cl. Product: [F:1][C:2]1[CH:3]=[CH:4][C:5]([CH:8]=[N:11][OH:12])=[N:6][CH:7]=1. The catalyst class is: 40. (3) Reactant: [OH:1][C:2]1[CH:7]=[CH:6][CH:5]=[CH:4][C:3]=1[SH:8].Br[CH2:10][CH2:11][CH2:12][C:13]([O:15]CC)=[O:14].[OH-].[K+].[OH-].[Na+]. Product: [OH:1][C:2]1[CH:7]=[CH:6][CH:5]=[CH:4][C:3]=1[S:8][CH2:10][CH2:11][CH2:12][C:13]([OH:15])=[O:14]. The catalyst class is: 8. (4) Reactant: O.Cl.C(OC([NH:10][C@@:11]1([C:35]([O:37]C(C)(C)C)=[O:36])[C@H:16]([O:17][CH2:18][C:19]2[CH:24]=[CH:23][C:22]([Cl:25])=[C:21]([Cl:26])[CH:20]=2)[C@@H:15]([OH:27])[C@@H:14]2[C@H:12]1[C@H:13]2[C:28]([O:30]C(C)(C)C)=[O:29])=O)(C)(C)C. Product: [ClH:25].[NH2:10][C@@:11]1([C:35]([OH:37])=[O:36])[C@H:16]([O:17][CH2:18][C:19]2[CH:24]=[CH:23][C:22]([Cl:25])=[C:21]([Cl:26])[CH:20]=2)[C@@H:15]([OH:27])[C@@H:14]2[C@H:12]1[C@H:13]2[C:28]([OH:30])=[O:29]. The catalyst class is: 12. (5) Reactant: [Cl:1][C:2]1[CH:3]=[C:4]([CH:17]=[CH:18][C:19]=1[Cl:20])[C:5]([NH:7][C:8]([CH3:16])([C:10]1[CH:15]=[CH:14][CH:13]=[CH:12][CH:11]=1)[CH3:9])=[O:6].CN(CCN(C)C)C.CN([CH:32]=[O:33])C. Product: [Cl:1][C:2]1[C:19]([Cl:20])=[CH:18][CH:17]=[C:4]2[C:3]=1[CH:32]([OH:33])[N:7]([C:8]([CH3:16])([C:10]1[CH:15]=[CH:14][CH:13]=[CH:12][CH:11]=1)[CH3:9])[C:5]2=[O:6]. The catalyst class is: 1.